Task: Predict the product of the given reaction.. Dataset: Forward reaction prediction with 1.9M reactions from USPTO patents (1976-2016) (1) Given the reactants OC1C=CC=CN=1.[C:8]([O:12][C:13](=[O:41])[NH:14][C@H:15]([C@@H:34]1[CH2:38][C@@H:37]([CH3:39])[C:36](=[O:40])[O:35]1)[CH2:16][N:17]1[CH2:22][C:21](=[O:23])[N:20]([C:24]2[C:29]([F:30])=[CH:28][CH:27]=[CH:26][C:25]=2[F:31])[CH2:19][C:18]1([CH3:33])[CH3:32])([CH3:11])([CH3:10])[CH3:9].O.[CH3:43][C:44]([CH3:48])([CH3:47])[CH2:45][NH2:46], predict the reaction product. The product is: [C:8]([O:12][C:13](=[O:41])[NH:14][C@@H:15]([CH2:16][N:17]1[CH2:22][C:21](=[O:23])[N:20]([C:24]2[C:29]([F:30])=[CH:28][CH:27]=[CH:26][C:25]=2[F:31])[CH2:19][C:18]1([CH3:32])[CH3:33])[C@@H:34]([OH:35])[CH2:38][C@H:37]([C:36](=[O:40])[NH:46][CH2:45][C:44]([CH3:48])([CH3:47])[CH3:43])[CH3:39])([CH3:10])([CH3:11])[CH3:9]. (2) Given the reactants Cl[C:2]1[C:11]2[C:6](=[CH:7][C:8]([O:14][CH2:15][CH2:16][CH2:17][N:18]3[CH2:22][CH2:21][CH2:20][CH2:19]3)=[C:9]([O:12][CH3:13])[CH:10]=2)[N:5]=[CH:4][N:3]=1.[OH:23][C:24]1[CH:33]=[C:32]2[C:27]([C:28]([CH3:34])=[CH:29][CH:30]=[N:31]2)=[CH:26][CH:25]=1, predict the reaction product. The product is: [CH3:13][O:12][C:9]1[CH:10]=[C:11]2[C:6](=[CH:7][C:8]=1[O:14][CH2:15][CH2:16][CH2:17][N:18]1[CH2:22][CH2:21][CH2:20][CH2:19]1)[N:5]=[CH:4][N:3]=[C:2]2[O:23][C:24]1[CH:33]=[C:32]2[C:27]([C:28]([CH3:34])=[CH:29][CH:30]=[N:31]2)=[CH:26][CH:25]=1. (3) Given the reactants C12(COC3C(C4CC4)=CC(C(O)=O)=CN=3)CC3CC(CC(C3)C1)C2.[C@@H:25]12[CH2:31][C@@H:28]([CH2:29][CH2:30]1)[CH2:27][C@H:26]2[O:32][C:33]1[C:41]([CH:42]2[CH2:44][CH2:43]2)=[CH:40][C:36]([C:37](O)=[O:38])=[C:35]([F:45])[CH:34]=1.COC[CH2:49][S:50]([NH2:53])(=[O:52])=[O:51].CS(N)(=O)=O, predict the reaction product. The product is: [C@@H:25]12[CH2:31][C@@H:28]([CH2:29][CH2:30]1)[CH2:27][C@H:26]2[O:32][C:33]1[C:41]([CH:42]2[CH2:44][CH2:43]2)=[CH:40][C:36]([C:37]([NH:53][S:50]([CH3:49])(=[O:52])=[O:51])=[O:38])=[C:35]([F:45])[CH:34]=1.